From a dataset of M1 muscarinic receptor antagonist screen with 61,756 compounds. Binary Classification. Given a drug SMILES string, predict its activity (active/inactive) in a high-throughput screening assay against a specified biological target. (1) The molecule is Brc1oc(C(=O)Nc2c(N3CCOCC3)cccc2)cc1. The result is 0 (inactive). (2) The drug is S(=O)(=O)(C1(CC1)C(=O)N1CCN(C2CCCCC2)CC1)c1ccc(cc1)C. The result is 0 (inactive). (3) The drug is S(=O)(=O)(Nc1nc(cc(n1)C)C)c1ccc(NC(OCCCC)=O)cc1. The result is 0 (inactive). (4) The compound is O=C1C2(CN3CC1(CN(C2)C3c1ccc(OC)cc1)C)CCC. The result is 0 (inactive). (5) The result is 0 (inactive). The molecule is s1nc(C(=O)NC2CCCC2)c(N)c1C(=O)N(C(C(=O)NC1CCCC1)C)Cc1occc1. (6) The result is 0 (inactive). The compound is S(c1ncnc2n(ncc12)c1c(cccc1)C)CC(=O)NCc1sccc1. (7) The result is 0 (inactive). The compound is S(=O)(=O)(N(c1c(OC)ccc(OC)c1)CC(=O)Nc1ccc(NC(=O)C)cc1)C. (8) The compound is O=C(NC1CCCC1)C(N(c1ccccc1)C(=O)Cn1nc(nn1)c1oc(cc1)C)c1occc1. The result is 0 (inactive). (9) The molecule is OC1C2(CN3CC1CN(C2)CC3)Cc1c(cc(cc1)C)C. The result is 0 (inactive).